The task is: Predict the reactants needed to synthesize the given product.. This data is from Retrosynthesis with 50K atom-mapped reactions and 10 reaction types from USPTO. (1) Given the product CS(=O)(=O)n1cc(C2CCN(S(=O)(=O)N3CCCC[C@@H]3C(=O)O)CC2)c2cc(C#N)ccc21, predict the reactants needed to synthesize it. The reactants are: CS(=O)(=O)n1cc(C2CCN(S(=O)(=O)Cl)CC2)c2cc(C#N)ccc21.O=C(O)[C@H]1CCCCN1. (2) Given the product ClC1C=CC(c2ccccc2)(c2ccccc2)C1, predict the reactants needed to synthesize it. The reactants are: ClC(Cl)(Cl)Cl.OC1C=CC(c2ccccc2)(c2ccccc2)C1.